This data is from Forward reaction prediction with 1.9M reactions from USPTO patents (1976-2016). The task is: Predict the product of the given reaction. (1) Given the reactants F[C:2]1[CH:7]=[CH:6][C:5]([N+:8]([O-:10])=[O:9])=[CH:4][CH:3]=1.[N:11]1([CH2:17][CH2:18][NH2:19])[CH2:16][CH2:15][O:14][CH2:13][CH2:12]1.C(NC(C)C)(C)C, predict the reaction product. The product is: [N:11]1([CH2:17][CH2:18][NH:19][C:2]2[CH:7]=[CH:6][C:5]([N+:8]([O-:10])=[O:9])=[CH:4][CH:3]=2)[CH2:16][CH2:15][O:14][CH2:13][CH2:12]1. (2) Given the reactants [OH:1][C@H:2]([C:7]([CH3:38])([CH3:37])[C:8](=[O:36])[C@H:9]([CH3:35])[C@@H:10]([OH:34])[C@@H:11]([CH3:33])[C:12](=[O:32])[CH2:13][CH2:14][C@@:15]1([CH3:31])[O:30][C@H:16]1[CH2:17][C@H:18]([NH:28][CH3:29])/[C:19](/[CH3:27])=[CH:20]/[C:21]1[N:22]=[C:23]([CH3:26])[S:24][CH:25]=1)[CH2:3][C:4]([OH:6])=O.ON1C2C=CC=CC=2N=N1.Cl.CN(C)CCCN=C=NCC, predict the reaction product. The product is: [O:30]1[C@@H:16]2[C@@:15]1([CH3:31])[CH:14]=[CH:13][C:12](=[O:32])[C@H:11]([CH3:33])[C@H:10]([OH:34])[C@@H:9]([CH3:35])[C:8](=[O:36])[C:7]([CH3:38])([CH3:37])[C@@H:2]([OH:1])[CH2:3][C:4](=[O:6])[N:28]([CH3:29])[C@H:18]([C:19]([CH3:27])=[CH:20][C:21]1[N:22]=[C:23]([CH3:26])[S:24][CH:25]=1)[CH2:17]2. (3) Given the reactants Cl[C:2]1[N:10]=[CH:9][C:8]([N+:11]([O-:13])=[O:12])=[CH:7][C:3]=1[C:4]([OH:6])=[O:5].[F:14][CH:15]([F:18])[CH2:16][OH:17].CC([O-])(C)C.[K+].C(Cl)Cl.CCO, predict the reaction product. The product is: [F:14][CH:15]([F:18])[CH2:16][O:17][C:2]1[N:10]=[CH:9][C:8]([N+:11]([O-:13])=[O:12])=[CH:7][C:3]=1[C:4]([OH:6])=[O:5]. (4) Given the reactants [F:1][C:2]1([F:35])[CH2:7][CH2:6][CH:5]([N:8]([CH2:33][CH3:34])[C:9]2[C:24]3[CH2:23][CH:22]=[CH:21][CH2:20][CH2:19][C:18]4[CH:25]=[C:26]([CH3:31])[N:27]=[C:28]([O:29]C)[C:17]=4[CH2:16][NH:15][C:14](=[O:32])[C:13]=3[CH:12]=[CH:11][CH:10]=2)[CH2:4][CH2:3]1.FC(F)(F)C([O-])=O.Cl, predict the reaction product. The product is: [F:35][C:2]1([F:1])[CH2:3][CH2:4][CH:5]([N:8]([CH2:33][CH3:34])[C:9]2[C:24]3[CH2:23][CH:22]=[CH:21][CH2:20][CH2:19][C:18]4[CH:25]=[C:26]([CH3:31])[NH:27][C:28](=[O:29])[C:17]=4[CH2:16][NH:15][C:14](=[O:32])[C:13]=3[CH:12]=[CH:11][CH:10]=2)[CH2:6][CH2:7]1. (5) Given the reactants [C:1]([C:4]1[CH:5]=[N:6][CH:7]=[CH:8][CH:9]=1)(=[O:3])[CH3:2].[ClH:10].[Cl:11]N1C(=O)CCC1=O, predict the reaction product. The product is: [ClH:11].[Cl:10][CH2:2][C:1]([C:4]1[CH:5]=[N:6][CH:7]=[CH:8][CH:9]=1)=[O:3]. (6) Given the reactants [N:1]1[C:10]2[C:5](=[CH:6][C:7]([CH2:11][N:12]3[C:16]4=[N:17][C:18]([C:21](=O)[CH3:22])=[CH:19][N:20]=[C:15]4[N:14]=[N:13]3)=[CH:8][CH:9]=2)[CH:4]=[CH:3][CH:2]=1.[NH2:24][O:25][CH2:26][CH2:27][OH:28], predict the reaction product. The product is: [OH:28][CH2:27][CH2:26][O:25]/[N:24]=[C:21](/[C:18]1[N:17]=[C:16]2[N:12]([CH2:11][C:7]3[CH:6]=[C:5]4[C:10](=[CH:9][CH:8]=3)[N:1]=[CH:2][CH:3]=[CH:4]4)[N:13]=[N:14][C:15]2=[N:20][CH:19]=1)\[CH3:22]. (7) Given the reactants [CH3:1][O:2][C:3](=[O:17])[CH:4]([NH2:16])[CH:5]([C:10]1[CH:15]=[CH:14][CH:13]=[CH:12][CH:11]=1)[C:6]([F:9])([F:8])[F:7].[Cl:18][C:19]1[S:23][C:22]([S:24](Cl)(=[O:26])=[O:25])=[CH:21][CH:20]=1.N1C=CC=CC=1, predict the reaction product. The product is: [CH3:1][O:2][C:3](=[O:17])[CH:4]([NH:16][S:24]([C:22]1[S:23][C:19]([Cl:18])=[CH:20][CH:21]=1)(=[O:26])=[O:25])[CH:5]([C:10]1[CH:15]=[CH:14][CH:13]=[CH:12][CH:11]=1)[C:6]([F:8])([F:7])[F:9]. (8) The product is: [Cl:13][C:6]1[CH:5]=[CH:4][N:3]=[C:2]([CH2:14][CH3:15])[C:7]=1[C:8]([O:10][CH2:11][CH3:12])=[O:9]. Given the reactants Br[C:2]1[C:7]([C:8]([O:10][CH2:11][CH3:12])=[O:9])=[C:6]([Cl:13])[CH:5]=[CH:4][N:3]=1.[CH2:14]([Zn]CC)[CH3:15].O.Cl, predict the reaction product.